This data is from TCR-epitope binding with 47,182 pairs between 192 epitopes and 23,139 TCRs. The task is: Binary Classification. Given a T-cell receptor sequence (or CDR3 region) and an epitope sequence, predict whether binding occurs between them. (1) The epitope is ATDALMTGY. The TCR CDR3 sequence is CASSVEKERASDYGYTF. Result: 0 (the TCR does not bind to the epitope). (2) The epitope is EHPTFTSQYRIQGKL. The TCR CDR3 sequence is CASSLQGAGSEQYF. Result: 0 (the TCR does not bind to the epitope). (3) The epitope is MLNIPSINV. The TCR CDR3 sequence is CASSHVGAQGRNSPLHF. Result: 0 (the TCR does not bind to the epitope). (4) The epitope is IYSKHTPINL. The TCR CDR3 sequence is CASSALASGDTQYF. Result: 0 (the TCR does not bind to the epitope). (5) The epitope is YVFCTVNAL. The TCR CDR3 sequence is CASSQGTSDSSYEQYF. Result: 0 (the TCR does not bind to the epitope). (6) The epitope is SEETGTLIV. The TCR CDR3 sequence is CASSQEIGQGAFETQYF. Result: 0 (the TCR does not bind to the epitope).